This data is from Catalyst prediction with 721,799 reactions and 888 catalyst types from USPTO. The task is: Predict which catalyst facilitates the given reaction. (1) Reactant: [C:1]([C:3](=[C:7](SC)SC)[C:4]([NH2:6])=[O:5])#[N:2].[NH2:12][C:13]1[CH:21]=[CH:20][C:16]([C:17]([NH2:19])=[O:18])=[CH:15][CH:14]=1.O.[NH2:23][NH2:24]. Product: [NH2:2][C:1]1[NH:24][N:23]=[C:7]([NH:12][C:13]2[CH:21]=[CH:20][C:16]([C:17](=[O:18])[NH2:19])=[CH:15][CH:14]=2)[C:3]=1[C:4]([NH2:6])=[O:5]. The catalyst class is: 14. (2) Reactant: [CH2:1]([O:4][C:5]1[CH:6]=[C:7]([CH:12]=[CH:13][C:14]=1I)[C:8]([O:10][CH3:11])=[O:9])[CH:2]=[CH2:3].C([O-])([O-])=O.[Na+].[Na+].C([O-])=O.[Na+]. Product: [CH3:3][C:2]1[C:14]2[CH:13]=[CH:12][C:7]([C:8]([O:10][CH3:11])=[O:9])=[CH:6][C:5]=2[O:4][CH:1]=1. The catalyst class is: 274.